This data is from Reaction yield outcomes from USPTO patents with 853,638 reactions. The task is: Predict the reaction yield, written as a fraction of the theoretical maximum amount of product (1.0 means a 100% yield; for example, 0.34 means a 34% yield). The catalyst is C(Cl)Cl. The yield is 0.540. The reactants are [O:1]1[C:5]2[CH:6]=[CH:7][C:8]([CH2:10][C:11]#[N:12])=[CH:9][C:4]=2[O:3]C1.B(Br)(Br)Br.O. The product is [OH:3][C:4]1[CH:9]=[C:8]([CH2:10][C:11]#[N:12])[CH:7]=[CH:6][C:5]=1[OH:1].